Dataset: Full USPTO retrosynthesis dataset with 1.9M reactions from patents (1976-2016). Task: Predict the reactants needed to synthesize the given product. (1) The reactants are: [CH3:1][O:2][C:3](=[O:22])[C:4]1[CH:9]=[CH:8][CH:7]=[C:6]([S:10][C:11]2[C:19]3[C:14](=[CH:15][C:16]([Cl:20])=[CH:17][CH:18]=3)[NH:13][C:12]=2[CH3:21])[CH:5]=1.Br[C:24]1[CH:25]=[N:26][CH:27]=[C:28]([O:30][CH3:31])[CH:29]=1. Given the product [CH3:1][O:2][C:3](=[O:22])[C:4]1[CH:9]=[CH:8][CH:7]=[C:6]([S:10][C:11]2[C:19]3[C:14](=[CH:15][C:16]([Cl:20])=[CH:17][CH:18]=3)[N:13]([C:24]3[CH:25]=[N:26][CH:27]=[C:28]([O:30][CH3:31])[CH:29]=3)[C:12]=2[CH3:21])[CH:5]=1, predict the reactants needed to synthesize it. (2) Given the product [NH2:16][C:12]1[CH:13]=[CH:14][CH:15]=[C:2]([F:1])[C:3]=1[C:4]([NH:6][C@@H:7]([CH3:11])[C:8]([OH:10])=[O:9])=[O:5], predict the reactants needed to synthesize it. The reactants are: [F:1][C:2]1[CH:15]=[CH:14][CH:13]=[C:12]([N+:16]([O-])=O)[C:3]=1[C:4]([NH:6][C@@H:7]([CH3:11])[C:8]([OH:10])=[O:9])=[O:5]. (3) Given the product [N:33]1([CH2:38][C:39]2[CH:40]=[C:41]([CH:56]=[C:57]([F:59])[CH:58]=2)/[CH:42]=[CH:43]/[C:44]2[CH:49]=[CH:48][C:47]([N:50]3[CH2:51][CH2:52][N:53]([C:24]4[O:25][CH2:26][CH2:27][CH2:22][N:21]=4)[CH2:54][CH2:55]3)=[CH:46][CH:45]=2)[CH:37]=[CH:36][N:35]=[CH:34]1, predict the reactants needed to synthesize it. The reactants are: N1(CC2C=C(C=C(Cl)C=2)/C=C/C2C=CC(N3C[CH2:22][N:21]([C:24]4[O:25][CH2:26][CH2:27]N=4)CC3)=CC=2)C=CN=C1.[N:33]1([CH2:38][C:39]2[CH:40]=[C:41]([CH:56]=[C:57]([F:59])[CH:58]=2)/[CH:42]=[CH:43]/[C:44]2[CH:49]=[CH:48][C:47]([N:50]3[CH2:55][CH2:54][NH:53][CH2:52][CH2:51]3)=[CH:46][CH:45]=2)[CH:37]=[CH:36][N:35]=[CH:34]1.N1(CC2C=C(C=C(Cl)C=2)/C=C/C2C=CC(N3CCNCC3)=CC=2)C=CN=C1.ClCCCN=C=O.ClCCN=C=O. (4) Given the product [Cl:39][S:40]([C:43]1[CH:44]=[C:45]([CH:49]=[CH:50][CH:51]=1)[C:46]([NH:1][C:2]1[S:3][C:4]2[CH2:31][CH2:30][CH2:29][CH2:28][C:5]=2[C:6]=1[C:7]([NH:9][C:10]1[CH:11]=[CH:12][C:13]([CH2:16][CH2:17][C:18]2[CH:19]=[CH:20][C:21]([C:22]([O:24][CH3:25])=[O:23])=[CH:26][CH:27]=2)=[CH:14][CH:15]=1)=[O:8])=[O:47])(=[O:42])=[O:41], predict the reactants needed to synthesize it. The reactants are: [NH2:1][C:2]1[S:3][C:4]2[CH2:31][CH2:30][CH2:29][CH2:28][C:5]=2[C:6]=1[C:7]([NH:9][C:10]1[CH:15]=[CH:14][C:13]([CH2:16][CH2:17][C:18]2[CH:27]=[CH:26][C:21]([C:22]([O:24][CH3:25])=[O:23])=[CH:20][CH:19]=2)=[CH:12][CH:11]=1)=[O:8].C(N(CC)CC)C.[Cl:39][S:40]([C:43]1[CH:44]=[C:45]([CH:49]=[CH:50][CH:51]=1)[C:46](Cl)=[O:47])(=[O:42])=[O:41].